Dataset: Forward reaction prediction with 1.9M reactions from USPTO patents (1976-2016). Task: Predict the product of the given reaction. (1) Given the reactants [CH3:1][S-:2].[Na+].Cl.Br[CH2:6][C:7]1[CH:12]=[C:11]([CH3:13])[N:10]=[C:9]([Cl:14])[CH:8]=1.CCOC(C)=O, predict the reaction product. The product is: [Cl:14][C:9]1[CH:8]=[C:7]([CH2:6][S:2][CH3:1])[CH:12]=[C:11]([CH3:13])[N:10]=1. (2) Given the reactants CC1C=C(C)N(C2C=C(C=CC=2)[O:11][C:12]2[CH:24]=[CH:23][C:22]3[C:21]4[C:16](=[CH:17][CH:18]=[CH:19][CH:20]=4)[NH:15][C:14]=3[CH:13]=2)N=1.[CH:28]1C2N[C:31]3[C:30](=[CH:29][CH:28]=C[CH:32]=3)[C:32]=2[CH:31]=[CH:30][CH:29]=1.S(O)(C)(=O)=[O:42].C(=O)(O)[O-].[Na+], predict the reaction product. The product is: [O:42]1[CH2:32][CH2:31][CH2:30][CH2:29][CH:28]1[N:15]1[C:14]2[CH:13]=[C:12]([OH:11])[CH:24]=[CH:23][C:22]=2[C:21]2[C:16]1=[CH:17][CH:18]=[CH:19][CH:20]=2. (3) The product is: [CH:5]1([O:4][C:2]([NH:31][C:28]2[CH:29]=[C:30]3[C:25](=[CH:26][CH:27]=2)[N:24]([CH3:32])[CH:23]=[C:22]3[CH2:21][C:20]2[CH:19]=[CH:18][C:14]([C:15]([O:17][CH3:33])=[O:16])=[CH:13][C:12]=2[O:11][CH3:10])=[O:3])[CH2:9][CH2:8][CH2:7][CH2:6]1. Given the reactants Cl[C:2]([O:4][CH:5]1[CH2:9][CH2:8][CH2:7][CH2:6]1)=[O:3].[CH3:10][O:11][C:12]1[CH:13]=[C:14]([CH:18]=[CH:19][C:20]=1[CH2:21][C:22]1[C:30]2[C:25](=[CH:26][CH:27]=[C:28]([NH2:31])[CH:29]=2)[N:24]([CH3:32])[CH:23]=1)[C:15]([O-:17])=[O:16].[CH3:33]N1CCOCC1, predict the reaction product. (4) Given the reactants [CH2:1]([C:6]1[CH:11]=[CH:10][C:9]([CH2:12][CH2:13][CH2:14][NH2:15])=[CH:8][CH:7]=1)[CH2:2][CH2:3][CH2:4][CH3:5].[CH2:16]([O:23][C:24]1[CH:29]=[CH:28][C:27]([C:30](=O)[CH2:31][CH2:32][C:33](=O)[CH3:34])=[CH:26][CH:25]=1)[C:17]1[CH:22]=[CH:21][CH:20]=[CH:19][CH:18]=1.O.C1(C)C=CC(S(O)(=O)=O)=CC=1, predict the reaction product. The product is: [CH2:16]([O:23][C:24]1[CH:25]=[CH:26][C:27]([C:30]2[N:15]([CH2:14][CH2:13][CH2:12][C:9]3[CH:8]=[CH:7][C:6]([CH2:1][CH2:2][CH2:3][CH2:4][CH3:5])=[CH:11][CH:10]=3)[C:33]([CH3:34])=[CH:32][CH:31]=2)=[CH:28][CH:29]=1)[C:17]1[CH:18]=[CH:19][CH:20]=[CH:21][CH:22]=1. (5) Given the reactants [Si:1]([O:8][C:9]1[CH:18]=[CH:17][CH:16]=[C:15]2[C:10]=1[CH:11]=[CH:12][C:13]([NH:19][C:20]1[C:28]3[C:23](=[CH:24][N:25]=[CH:26][CH:27]=3)[O:22][C:21]=1[C:29]([NH2:31])=[NH:30])=[CH:14]2)([C:4]([CH3:7])([CH3:6])[CH3:5])([CH3:3])[CH3:2].Br[CH2:33][C:34](=O)[CH2:35][CH3:36], predict the reaction product. The product is: [Si:1]([O:8][C:9]1[CH:18]=[CH:17][CH:16]=[C:15]2[C:10]=1[CH:11]=[CH:12][C:13]([NH:19][C:20]1[C:28]3[C:23](=[CH:24][N:25]=[CH:26][CH:27]=3)[O:22][C:21]=1[C:29]1[NH:31][CH:33]=[C:34]([CH2:35][CH3:36])[N:30]=1)=[CH:14]2)([C:4]([CH3:7])([CH3:5])[CH3:6])([CH3:3])[CH3:2]. (6) Given the reactants [N:1]1([C:7]2[CH:12]=[C:11]([C:13]3[N:17]4[CH:18]=[CH:19][CH:20]=[CH:21][C:16]4=[N:15][C:14]=3[CH:22]=O)[CH:10]=[CH:9][N:8]=2)[CH2:6][CH2:5][O:4][CH2:3][CH2:2]1.[CH3:24][NH:25][C@@H:26]1[C:35]2[N:34]=[CH:33][CH:32]=[CH:31][C:30]=2[CH2:29][CH2:28][CH2:27]1.CN(CC1N=C2C=CC=CN2C=1C1C=CN=CC=1)[C@@H]1C2N=CC=CC=2CCC1, predict the reaction product. The product is: [CH3:24][N:25]([CH2:22][C:14]1[N:15]=[C:16]2[CH:21]=[CH:20][CH:19]=[CH:18][N:17]2[C:13]=1[C:11]1[CH:10]=[CH:9][N:8]=[C:7]([N:1]2[CH2:2][CH2:3][O:4][CH2:5][CH2:6]2)[CH:12]=1)[C@@H:26]1[C:35]2[N:34]=[CH:33][CH:32]=[CH:31][C:30]=2[CH2:29][CH2:28][CH2:27]1. (7) The product is: [CH2:1]([N:8]1[C:23](=[O:26])[CH2:24][O:22][CH:10]2[CH2:11][N:12]([C:15]([O:17][C:18]([CH3:21])([CH3:20])[CH3:19])=[O:16])[CH2:13][CH2:14][CH:9]12)[C:2]1[CH:7]=[CH:6][CH:5]=[CH:4][CH:3]=1. Given the reactants [CH2:1]([N:8]([C:23](=[O:26])[CH2:24]I)[C@@H:9]1[CH2:14][CH2:13][N:12]([C:15]([O:17][C:18]([CH3:21])([CH3:20])[CH3:19])=[O:16])[CH2:11][C@H:10]1[OH:22])[C:2]1[CH:7]=[CH:6][CH:5]=[CH:4][CH:3]=1.CC([O-])(C)C.[K+], predict the reaction product. (8) The product is: [N+:1]([C:4]1[CH:13]=[CH:12][C:7]2[N:8]([CH2:18][C:19]3[CH:20]=[N:21][CH:22]=[CH:23][CH:24]=3)[CH:9]=[CH:10][O:11][C:6]=2[CH:5]=1)([O-:3])=[O:2]. Given the reactants [N+:1]([C:4]1[CH:13]=[CH:12][C:7]2[N:8]=[CH:9][CH2:10][O:11][C:6]=2[CH:5]=1)([O-:3])=[O:2].[OH-].[Na+].Br.Br[CH2:18][C:19]1[CH:20]=[N:21][CH:22]=[CH:23][CH:24]=1.C(OCC)(=O)C, predict the reaction product. (9) Given the reactants [NH:1]1[C:9]2[C:4](=[CH:5][CH:6]=[C:7]([OH:10])[CH:8]=2)[CH:3]=[N:2]1.N1C=CN=C1.[CH3:16][C:17]([Si:20](Cl)([C:27]1[CH:32]=[CH:31][CH:30]=[CH:29][CH:28]=1)[C:21]1[CH:26]=[CH:25][CH:24]=[CH:23][CH:22]=1)([CH3:19])[CH3:18].O, predict the reaction product. The product is: [Si:20]([O:10][C:7]1[CH:8]=[C:9]2[C:4]([CH:3]=[N:2][NH:1]2)=[CH:5][CH:6]=1)([C:17]([CH3:19])([CH3:18])[CH3:16])([C:27]1[CH:28]=[CH:29][CH:30]=[CH:31][CH:32]=1)[C:21]1[CH:26]=[CH:25][CH:24]=[CH:23][CH:22]=1.